Dataset: Catalyst prediction with 721,799 reactions and 888 catalyst types from USPTO. Task: Predict which catalyst facilitates the given reaction. (1) The catalyst class is: 12. Product: [C:1]([C:4]1[C:5]([NH:13][C:14]2[CH:19]=[CH:18][C:17]([CH:20]3[CH2:21][CH2:22][N:23]([C:26]([O:28][C:29]([CH3:30])([CH3:31])[CH3:32])=[O:27])[CH2:24][CH2:25]3)=[CH:16][C:15]=2[Cl:33])=[N:6][C:7]([S:11][CH3:12])=[N:8][C:9]=1[NH:35][NH2:36])(=[O:3])[NH2:2]. Reactant: [C:1]([C:4]1[C:5]([NH:13][C:14]2[CH:19]=[CH:18][C:17]([CH:20]3[CH2:25][CH2:24][N:23]([C:26]([O:28][C:29]([CH3:32])([CH3:31])[CH3:30])=[O:27])[CH2:22][CH2:21]3)=[CH:16][C:15]=2[Cl:33])=[N:6][C:7]([S:11][CH3:12])=[N:8][C:9]=1Cl)(=[O:3])[NH2:2].O.[NH2:35][NH2:36]. (2) Reactant: [Br:1][C:2]1[CH:7]=[CH:6][C:5]([N:8]2[C:12](Cl)=[N:11][C:10]([C:14]3[C:19]([F:20])=[CH:18][CH:17]=[CH:16][C:15]=3[Cl:21])=[N:9]2)=[CH:4][CH:3]=1.[CH3:22][O:23][CH2:24][CH2:25][CH2:26][NH2:27].CCN(C(C)C)C(C)C. Product: [Br:1][C:2]1[CH:7]=[CH:6][C:5]([N:8]2[C:12]([NH:27][CH2:26][CH2:25][CH2:24][O:23][CH3:22])=[N:11][C:10]([C:14]3[C:19]([F:20])=[CH:18][CH:17]=[CH:16][C:15]=3[Cl:21])=[N:9]2)=[CH:4][CH:3]=1. The catalyst class is: 3. (3) Reactant: [C-:1]#[N:2].[Na+].[C:4](=[O:7])([O-])[O-].[NH4+:8].[NH4+].[F:10][C:11]([F:22])([F:21])[CH2:12][CH:13]([CH2:16][C:17]([F:20])([F:19])[F:18])[CH:14]=O.[OH2:23]. Product: [F:10][C:11]([F:22])([F:21])[CH2:12][CH:13]([CH:14]1[NH:8][C:1](=[O:23])[NH:2][C:4]1=[O:7])[CH2:16][C:17]([F:20])([F:19])[F:18]. The catalyst class is: 8. (4) Reactant: C[O-].[Na+].O1CCCC1.[CH:9]1([N:12]2[C:17](=[O:18])[C:16]3[C:19]([NH:26][C:27]4[CH:28]=[C:29]([NH:33][S:34]([CH3:37])(=[O:36])=[O:35])[CH:30]=[CH:31][CH:32]=4)=[C:20]([CH3:25])[C:21](=[O:24])[N:22]([CH3:23])[C:15]=3[N:14]([C:38]3[CH:43]=[CH:42][C:41]([I:44])=[CH:40][C:39]=3[F:45])[C:13]2=[O:46])[CH2:11][CH2:10]1.C(O)(=O)C. Product: [CH:9]1([N:12]2[C:17](=[O:18])[C:16]3=[C:15]([NH:14][C:38]4[CH:43]=[CH:42][C:41]([I:44])=[CH:40][C:39]=4[F:45])[N:22]([CH3:23])[C:21](=[O:24])[C:20]([CH3:25])=[C:19]3[N:26]([C:27]3[CH:28]=[C:29]([NH:33][S:34]([CH3:37])(=[O:36])=[O:35])[CH:30]=[CH:31][CH:32]=3)[C:13]2=[O:46])[CH2:10][CH2:11]1. The catalyst class is: 5. (5) Reactant: [OH:1][CH2:2][CH:3]1[CH:7]=[CH:6][CH2:5][N:4]1[C:8]([O:10][C:11]([CH3:14])([CH3:13])[CH3:12])=[O:9].[Br:15][C:16]1[CH:21]=[CH:20][C:19]([O:22][CH3:23])=[CH:18][C:17]=1O.CCOC(/N=N/C(OCC)=O)=O. Product: [Br:15][C:16]1[CH:21]=[CH:20][C:19]([O:22][CH3:23])=[CH:18][C:17]=1[O:1][CH2:2][CH:3]1[CH:7]=[CH:6][CH2:5][N:4]1[C:8]([O:10][C:11]([CH3:14])([CH3:13])[CH3:12])=[O:9]. The catalyst class is: 182. (6) Reactant: [Cl:1][C:2]1[N:7]=[CH:6][N:5]=[C:4]2[NH:8][N:9]=[CH:10][C:3]=12.[N:11]1([CH2:17][CH2:18]O)[CH2:16][CH2:15][CH2:14][CH2:13][CH2:12]1.C1(P(C2C=CC=CC=2)C2C=CC=CC=2)C=CC=CC=1.CC(OC(/N=N/C(OC(C)C)=O)=O)C. Product: [Cl:1][C:2]1[N:7]=[CH:6][N:5]=[C:4]2[N:8]([CH2:18][CH2:17][N:11]3[CH2:16][CH2:15][CH2:14][CH2:13][CH2:12]3)[N:9]=[CH:10][C:3]=12. The catalyst class is: 1. (7) The catalyst class is: 1. Reactant: [S:1]1[CH:5]=[CH:4][CH:3]=[C:2]1[C:6]([OH:8])=O.C1C=CC2N(O)N=NC=2C=1.CCN=C=NCCCN(C)C.Cl.CCN(CC)CC.[CH3:38][O:39][C:40]1[CH:49]=[C:48]([O:50][CH3:51])[CH:47]=[C:46]2[C:41]=1[C:42](=[O:64])[NH:43][C:44]([C:52]1[CH:57]=[CH:56][C:55]([N:58]3[CH2:63][CH2:62][NH:61][CH2:60][CH2:59]3)=[CH:54][CH:53]=1)=[N:45]2. Product: [CH3:38][O:39][C:40]1[CH:49]=[C:48]([O:50][CH3:51])[CH:47]=[C:46]2[C:41]=1[C:42](=[O:64])[NH:43][C:44]([C:52]1[CH:57]=[CH:56][C:55]([N:58]3[CH2:59][CH2:60][N:61]([C:6]([C:2]4[S:1][CH:5]=[CH:4][CH:3]=4)=[O:8])[CH2:62][CH2:63]3)=[CH:54][CH:53]=1)=[N:45]2.